The task is: Regression. Given a peptide amino acid sequence and an MHC pseudo amino acid sequence, predict their binding affinity value. This is MHC class I binding data.. This data is from Peptide-MHC class I binding affinity with 185,985 pairs from IEDB/IMGT. (1) The peptide sequence is MWPLLLLLL. The MHC is Patr-A0901 with pseudo-sequence Patr-A0901. The binding affinity (normalized) is 0.610. (2) The peptide sequence is SITPNNLNKI. The MHC is HLA-A02:02 with pseudo-sequence HLA-A02:02. The binding affinity (normalized) is 0.112.